This data is from Full USPTO retrosynthesis dataset with 1.9M reactions from patents (1976-2016). The task is: Predict the reactants needed to synthesize the given product. (1) Given the product [Br:1][C:2]1[CH:3]=[CH:4][C:5]2[C:11]3[S:12][C:13]([C:15]([N:17]([C:19]4[CH:20]=[C:21]([C:22](=[O:23])[N:61]([CH2:62][CH2:63][OH:64])[CH3:60])[CH:25]=[CH:26][C:27]=4[Cl:28])[CH3:18])=[O:16])=[CH:14][C:10]=3[CH2:9][CH2:8][O:7][C:6]=2[CH:29]=1, predict the reactants needed to synthesize it. The reactants are: [Br:1][C:2]1[CH:3]=[CH:4][C:5]2[C:11]3[S:12][C:13]([C:15]([N:17]([C:19]4[CH:20]=[C:21]([CH:25]=[CH:26][C:27]=4[Cl:28])[C:22](O)=[O:23])[CH3:18])=[O:16])=[CH:14][C:10]=3[CH2:9][CH2:8][O:7][C:6]=2[CH:29]=1.CCN=C=NCCCN(C)C.C1C=CC2N(O)N=NC=2C=1.CCN(C(C)C)C(C)C.[CH3:60][NH:61][CH2:62][CH2:63][OH:64]. (2) Given the product [C:1]([NH:20][C:21]1[CH:22]=[C:23]([CH2:27][CH2:28][O:29][S:47]([C:44]2[CH:43]=[CH:42][C:41]([N+:38]([O-:40])=[O:39])=[CH:46][CH:45]=2)(=[O:48])=[O:49])[CH:24]=[CH:25][CH:26]=1)([C:8]1[CH:13]=[CH:12][CH:11]=[CH:10][CH:9]=1)([C:2]1[CH:3]=[CH:4][CH:5]=[CH:6][CH:7]=1)[C:14]1[CH:19]=[CH:18][CH:17]=[CH:16][CH:15]=1, predict the reactants needed to synthesize it. The reactants are: [C:1]([NH:20][C:21]1[CH:22]=[C:23]([CH2:27][CH2:28][OH:29])[CH:24]=[CH:25][CH:26]=1)([C:14]1[CH:19]=[CH:18][CH:17]=[CH:16][CH:15]=1)([C:8]1[CH:13]=[CH:12][CH:11]=[CH:10][CH:9]=1)[C:2]1[CH:7]=[CH:6][CH:5]=[CH:4][CH:3]=1.C1N2CCN(CC2)C1.[N+:38]([C:41]1[CH:46]=[CH:45][C:44]([S:47](Cl)(=[O:49])=[O:48])=[CH:43][CH:42]=1)([O-:40])=[O:39].C(=O)(O)[O-].[Na+]. (3) Given the product [Cl:10][C:11]1[CH:16]=[C:15]([O:9][C:3]2[CH:4]=[CH:5][C:6]([NH2:8])=[CH:7][C:2]=2[F:1])[CH:14]=[CH:13][N:12]=1, predict the reactants needed to synthesize it. The reactants are: [F:1][C:2]1[CH:7]=[C:6]([NH2:8])[CH:5]=[CH:4][C:3]=1[OH:9].[Cl:10][C:11]1[CH:16]=[C:15](Cl)[CH:14]=[CH:13][N:12]=1. (4) Given the product [CH2:14]([C:16]1[CH:21]=[C:20]([OH:22])[C:19]([F:23])=[CH:18][C:17]=1[C:24]1[CH:32]=[C:31]2[C:27]([C:28]([C:33]3[NH:34][C:35]4[CH2:40][CH2:39][N:38]([CH2:1][C:3]5[CH:8]=[CH:7][N:6]=[C:5]([C:9]#[N:10])[CH:4]=5)[CH2:37][C:36]=4[N:41]=3)=[N:29][NH:30]2)=[CH:26][CH:25]=1)[CH3:15], predict the reactants needed to synthesize it. The reactants are: [CH:1]([C:3]1[CH:8]=[CH:7][N:6]=[C:5]([C:9]#[N:10])[CH:4]=1)=O.Br.Br.Br.[CH2:14]([C:16]1[C:17]([C:24]2[CH:32]=[C:31]3[C:27]([C:28]([C:33]4[NH:34][C:35]5[CH2:40][CH2:39][NH:38][CH2:37][C:36]=5[N:41]=4)=[N:29][NH:30]3)=[CH:26][CH:25]=2)=[CH:18][C:19]([F:23])=[C:20]([OH:22])[CH:21]=1)[CH3:15]. (5) The reactants are: C[Si:2]([C:5]#N)([CH3:4])[CH3:3].[CH3:7][O:8][C:9]1[C:17]([O:18][CH3:19])=[CH:16][CH:15]=[C:14]2[C:10]=1[CH2:11][CH2:12][C:13]2=[O:20].[C:21](#[N:23])C. Given the product [CH3:5][Si:2]([CH3:3])([CH3:4])[O:20][C:13]1([C:21]#[N:23])[C:14]2[C:10](=[C:9]([O:8][CH3:7])[C:17]([O:18][CH3:19])=[CH:16][CH:15]=2)[CH2:11][CH2:12]1, predict the reactants needed to synthesize it. (6) Given the product [ClH:29].[NH2:21][CH2:20][CH2:19][O:18][N:17]=[C:7]([C:1]1[CH:6]=[CH:5][CH:4]=[CH:3][CH:2]=1)[C:8]1[NH:16][C:11]2=[CH:12][N:13]=[CH:14][CH:15]=[C:10]2[CH:9]=1, predict the reactants needed to synthesize it. The reactants are: [C:1]1([C:7](=[N:17][O:18][CH2:19][CH2:20][NH:21]C(=O)OC(C)(C)C)[C:8]2[NH:16][C:11]3=[CH:12][N:13]=[CH:14][CH:15]=[C:10]3[CH:9]=2)[CH:6]=[CH:5][CH:4]=[CH:3][CH:2]=1.[ClH:29]. (7) Given the product [C:1]([O:5][C:6](=[O:18])[CH2:7][CH2:8][C:9]1[O:13][CH:12]=[N:11][C:10]=1[C:14]([OH:16])=[O:15])([CH3:4])([CH3:2])[CH3:3], predict the reactants needed to synthesize it. The reactants are: [C:1]([O:5][C:6](=[O:18])[CH2:7][CH2:8][C:9]1[O:13][CH:12]=[N:11][C:10]=1[C:14]([O:16]C)=[O:15])([CH3:4])([CH3:3])[CH3:2].[OH-].[Na+].